This data is from Full USPTO retrosynthesis dataset with 1.9M reactions from patents (1976-2016). The task is: Predict the reactants needed to synthesize the given product. (1) Given the product [NH2:1][C@H:2]1[CH2:3][CH2:4][C@H:5]([NH:8][C:9]2[CH:10]=[C:11]([NH:21][C:22]3[CH:23]=[CH:24][CH:25]=[CH:26][CH:27]=3)[C:12]3[N:13]([C:15]([C:18]#[C:19][CH3:20])=[CH:16][N:17]=3)[N:14]=2)[CH2:6][CH2:7]1, predict the reactants needed to synthesize it. The reactants are: [NH2:1][C@H:2]1[CH2:7][CH2:6][C@H:5]([NH:8][C:9]2[CH:10]=[C:11]([N:21](CC3C=CC(OC)=CC=3)[C:22]3[CH:27]=[CH:26][CH:25]=[CH:24][CH:23]=3)[C:12]3[N:13]([C:15]([C:18]#[C:19][CH3:20])=[CH:16][N:17]=3)[N:14]=2)[CH2:4][CH2:3]1.C(N1CCCC(NC2C=C(N(CC3C=CC(OC)=CC=3)C3C=CC=CC=3)C3N(C(C#N)=CN=3)N=2)C1)C1C=CC=CC=1.C(O)(C(F)(F)F)=O. (2) Given the product [N:11]12[CH2:17][CH2:16][CH2:15][C@H:12]1[CH2:13][NH:7][CH2:8][CH2:9]2, predict the reactants needed to synthesize it. The reactants are: [H-].[Al+3].[Li+].[H-].[H-].[H-].[NH:7]1[C:13](=O)[C@@H:12]2[CH2:15][CH2:16][CH2:17][N:11]2[C:9](=O)[CH2:8]1.OC1C2C(=CN=CC=2)NC(=O)C=1C1NC2C=C(C)C=CC=2N=1.